This data is from Forward reaction prediction with 1.9M reactions from USPTO patents (1976-2016). The task is: Predict the product of the given reaction. (1) Given the reactants C([SiH](CC)CC)C.[CH2:8]([O:15][C@@H:16]1[C@@H:21]([O:22][CH2:23][C:24]2[CH:29]=[CH:28][CH:27]=[CH:26][CH:25]=2)[C@H:20]([O:30][CH2:31][C:32]2[CH:37]=[CH:36][CH:35]=[CH:34][CH:33]=2)[C@@H:19]([CH2:38][O:39][CH2:40][C:41]2[CH:46]=[CH:45][CH:44]=[CH:43][CH:42]=2)[CH2:18][C:17]1([C:48]1[C:56]2[C:51](=[CH:52][CH:53]=[CH:54][CH:55]=2)[N:50]([CH2:57][C:58]2[CH:63]=[CH:62][C:61]([CH2:64][CH3:65])=[CH:60][CH:59]=2)[CH:49]=1)O)[C:9]1[CH:14]=[CH:13][CH:12]=[CH:11][CH:10]=1.C(=O)([O-])O.[Na+], predict the reaction product. The product is: [CH2:64]([C:61]1[CH:60]=[CH:59][C:58]([CH2:57][N:50]2[C:51]3[C:56](=[CH:55][CH:54]=[CH:53][CH:52]=3)[C:48]([C@@H:17]3[CH2:18][C@H:19]([CH2:38][O:39][CH2:40][C:41]4[CH:46]=[CH:45][CH:44]=[CH:43][CH:42]=4)[C@@H:20]([O:30][CH2:31][C:32]4[CH:33]=[CH:34][CH:35]=[CH:36][CH:37]=4)[C@H:21]([O:22][CH2:23][C:24]4[CH:25]=[CH:26][CH:27]=[CH:28][CH:29]=4)[C@H:16]3[O:15][CH2:8][C:9]3[CH:10]=[CH:11][CH:12]=[CH:13][CH:14]=3)=[CH:49]2)=[CH:63][CH:62]=1)[CH3:65]. (2) Given the reactants [NH2:1][C:2]1[CH:3]=[C:4]([OH:12])[C:5](=[CH:10][CH:11]=1)[C:6]([O:8][CH3:9])=[O:7].[Cl:13][C:14]1[CH:15]=[C:16]([S:21](Cl)(=[O:23])=[O:22])[CH:17]=[CH:18][C:19]=1[F:20], predict the reaction product. The product is: [Cl:13][C:14]1[CH:15]=[C:16]([S:21]([NH:1][C:2]2[CH:11]=[CH:10][C:5]([C:6]([O:8][CH3:9])=[O:7])=[C:4]([OH:12])[CH:3]=2)(=[O:22])=[O:23])[CH:17]=[CH:18][C:19]=1[F:20].